From a dataset of Full USPTO retrosynthesis dataset with 1.9M reactions from patents (1976-2016). Predict the reactants needed to synthesize the given product. (1) Given the product [Cl:2][C:3]1[C:23]([CH2:24][N:25]2[CH2:29][CH2:28][CH2:27][CH2:26]2)=[C:22]([Cl:30])[CH:21]=[CH:20][C:4]=1[O:5][C@H:6]1[CH2:9][C@H:8]([CH2:10][NH:11][CH3:12])[CH2:7]1, predict the reactants needed to synthesize it. The reactants are: Cl.[Cl:2][C:3]1[C:23]([CH2:24][N:25]2[CH2:29][CH2:28][CH2:27][CH2:26]2)=[C:22]([Cl:30])[CH:21]=[CH:20][C:4]=1[O:5][C@H:6]1[CH2:9][C@H:8]([CH2:10][N:11](C)[C:12](=O)OC(C)(C)C)[CH2:7]1. (2) The reactants are: [CH2:1]([OH:3])[CH3:2].[O:4]=[CH:5][C@@H:6]([C@H:8]([C@@H:10]([CH2:12][OH:13])[OH:11])[OH:9])[OH:7].[Sn].[CH2:15](Br)[CH:16]=C. Given the product [CH2:2]([CH:1]([C@@H:5]([C@H:6]([C@@H:8]([C@@H:10]([CH2:12][OH:13])[OH:11])[OH:9])[OH:7])[OH:4])[OH:3])[CH:15]=[CH2:16], predict the reactants needed to synthesize it. (3) Given the product [Cl:18][C:15]1[CH:16]=[CH:17][C:12]([N:10]2[CH2:9][CH2:8][C:4]3[N:5]=[CH:6][N:7]=[C:2]([NH:19][C@@H:20]([C:23]4[CH:24]=[N:25][C:26]([O:29][CH3:30])=[CH:27][CH:28]=4)[CH2:21][OH:22])[C:3]=3[CH2:11]2)=[N:13][CH:14]=1, predict the reactants needed to synthesize it. The reactants are: Cl[C:2]1[C:3]2[CH2:11][N:10]([C:12]3[CH:17]=[CH:16][C:15]([Cl:18])=[CH:14][N:13]=3)[CH2:9][CH2:8][C:4]=2[N:5]=[CH:6][N:7]=1.[NH2:19][C@@H:20]([C:23]1[CH:24]=[N:25][C:26]([O:29][CH3:30])=[CH:27][CH:28]=1)[CH2:21][OH:22].C(N(CC)C(C)C)(C)C.